This data is from Reaction yield outcomes from USPTO patents with 853,638 reactions. The task is: Predict the reaction yield, written as a fraction of the theoretical maximum amount of product (1.0 means a 100% yield; for example, 0.34 means a 34% yield). (1) The reactants are C([O-])(=O)C.[K+].[B:15]1([B:15]2[O:19][C:18]([CH3:21])([CH3:20])[C:17]([CH3:23])([CH3:22])[O:16]2)[O:19][C:18]([CH3:21])([CH3:20])[C:17]([CH3:23])([CH3:22])[O:16]1.Br[C:25]1[CH:30]=[CH:29][C:28]([C:31]([C:36]2[CH:41]=[CH:40][C:39]([OH:42])=[C:38]([CH3:43])[CH:37]=2)([CH2:34][CH3:35])[CH2:32][CH3:33])=[CH:27][CH:26]=1.C(=O)(O)[O-].[Na+]. The catalyst is O1CCOCC1.C1C=CC(P(C2C=CC=CC=2)[C-]2C=CC=C2)=CC=1.C1C=CC(P(C2C=CC=CC=2)[C-]2C=CC=C2)=CC=1.Cl[Pd]Cl.[Fe+2].C1(P(C2C=CC=CC=2)[C-]2C=CC=C2)C=CC=CC=1.[C-]1(P(C2C=CC=CC=2)C2C=CC=CC=2)C=CC=C1.[Fe+2]. The product is [CH2:32]([C:31]([C:36]1[CH:41]=[CH:40][C:39]([OH:42])=[C:38]([CH3:43])[CH:37]=1)([C:28]1[CH:29]=[CH:30][C:25]([B:15]2[O:16][C:17]([CH3:22])([CH3:23])[C:18]([CH3:20])([CH3:21])[O:19]2)=[CH:26][CH:27]=1)[CH2:34][CH3:35])[CH3:33]. The yield is 0.940. (2) The yield is 0.220. The product is [I:1][C:2]1[C:10]2[CH:9]=[N:8][CH:7]=[N:6][C:5]=2[N:4]([C:11]([CH3:15])([CH3:14])[CH2:12][O:13][CH3:18])[CH:3]=1. The reactants are [I:1][C:2]1[C:10]2[CH:9]=[N:8][CH:7]=[N:6][C:5]=2[N:4]([C:11]([CH3:15])([CH3:14])[CH2:12][OH:13])[CH:3]=1.[H-].[Na+].[CH3:18]I. The catalyst is C1COCC1.